From a dataset of TCR-epitope binding with 47,182 pairs between 192 epitopes and 23,139 TCRs. Binary Classification. Given a T-cell receptor sequence (or CDR3 region) and an epitope sequence, predict whether binding occurs between them. (1) The epitope is ISPRTLNAW. The TCR CDR3 sequence is CASTYDRGFTGGLFF. Result: 1 (the TCR binds to the epitope). (2) The epitope is PROT_97E67BCC. The TCR CDR3 sequence is CASSLDAVSSYNSPLHF. Result: 0 (the TCR does not bind to the epitope). (3) The epitope is KTSVDCTMYI. The TCR CDR3 sequence is CASSGPGLSNYEQYF. Result: 0 (the TCR does not bind to the epitope). (4) Result: 1 (the TCR binds to the epitope). The TCR CDR3 sequence is CASSIPPPTDPYEQYF. The epitope is YLDAYNMMI.